From a dataset of Reaction yield outcomes from USPTO patents with 853,638 reactions. Predict the reaction yield, written as a fraction of the theoretical maximum amount of product (1.0 means a 100% yield; for example, 0.34 means a 34% yield). (1) The reactants are [Br:1][C:2]1[CH:3]=[C:4]([N+:9]([O-:11])=[O:10])[C:5]([CH3:8])=[N:6][CH:7]=1.[CH3:12][N:13]([CH:15](OC)OC)[CH3:14].CCOC(C)=O. The catalyst is CN(C=O)C. The product is [Br:1][C:2]1[CH:3]=[C:4]([N+:9]([O-:11])=[O:10])[C:5]([CH:8]=[CH:12][N:13]([CH3:15])[CH3:14])=[N:6][CH:7]=1. The yield is 0.952. (2) The reactants are [C:1](OC(=O)C)(=[O:3])[CH3:2].[NH2:8][C:9]1[C:10]([CH3:37])=[C:11]([C:29]([OH:36])=[C:30]([C:32]([CH3:35])([CH3:34])[CH3:33])[CH:31]=1)[C:12]([NH:14][C:15]1[CH:20]=[CH:19][C:18]([S:21]([C:24]([F:27])([F:26])[F:25])(=[O:23])=[O:22])=[CH:17][C:16]=1[Cl:28])=[O:13].O. The catalyst is C(O)(=O)C. The product is [C:1]([NH:8][C:9]1[C:10]([CH3:37])=[C:11]([C:29]([OH:36])=[C:30]([C:32]([CH3:33])([CH3:34])[CH3:35])[CH:31]=1)[C:12]([NH:14][C:15]1[CH:20]=[CH:19][C:18]([S:21]([C:24]([F:27])([F:25])[F:26])(=[O:23])=[O:22])=[CH:17][C:16]=1[Cl:28])=[O:13])(=[O:3])[CH3:2]. The yield is 0.470.